This data is from Merck oncology drug combination screen with 23,052 pairs across 39 cell lines. The task is: Regression. Given two drug SMILES strings and cell line genomic features, predict the synergy score measuring deviation from expected non-interaction effect. (1) Drug 1: NC(=O)c1cccc2cn(-c3ccc(C4CCCNC4)cc3)nc12. Drug 2: Cc1nc(Nc2ncc(C(=O)Nc3c(C)cccc3Cl)s2)cc(N2CCN(CCO)CC2)n1. Cell line: SW620. Synergy scores: synergy=37.1. (2) Drug 1: COc1cccc2c1C(=O)c1c(O)c3c(c(O)c1C2=O)CC(O)(C(=O)CO)CC3OC1CC(N)C(O)C(C)O1. Drug 2: CCN(CC)CCNC(=O)c1c(C)[nH]c(C=C2C(=O)Nc3ccc(F)cc32)c1C. Cell line: OCUBM. Synergy scores: synergy=-4.97. (3) Drug 1: Cn1nnc2c(C(N)=O)ncn2c1=O. Drug 2: O=C(NOCC(O)CO)c1ccc(F)c(F)c1Nc1ccc(I)cc1F. Cell line: NCIH460. Synergy scores: synergy=6.88.